From a dataset of Experimentally validated miRNA-target interactions with 360,000+ pairs, plus equal number of negative samples. Binary Classification. Given a miRNA mature sequence and a target amino acid sequence, predict their likelihood of interaction. (1) The miRNA is hsa-miR-503-5p with sequence UAGCAGCGGGAACAGUUCUGCAG. The protein sequence of the target gene is MKDLGAEHLAGHEGVQLLGLLNVYLEQEERFQPREKGLSLIEATPENDNTLCPGLRNAKVEDLRSLANFFGSCTETFVLAVNILDRFLALMKVKPKHLSCIGVCSFLLAARIVEEDCNIPSTHDVIRISQCKCTASDIKRMEKIISEKLHYELEATTALNFLHLYHTIILCHTSERKEILSLDKLEAQLKACNCRLIFSKAKPSVLALCLLNLEVETLKSVELLEILLLVKKHSKINDTEFFYWRELVSKCLAEYSSPECCKPDLKKLVWIVSRRTAQNLHNSYYSVPELPTIPEGGCFD.... Result: 1 (interaction). (2) The miRNA is hsa-miR-4465 with sequence CUCAAGUAGUCUGACCAGGGGA. The protein sequence of the target gene is MDVKERKPYRSLTRRRDAERRYTSSSADSEEGKGPQKSYSSSETLKAYDQDARLAYGSRVKDMVPQEAEEFCRTGTNFTLRELGLGEMTPPHGTLYRTDIGLPHCGYSMGASSDADLEADTVLSPEHPVRLWGRSTRSGRSSCLSSRANSNLTLTDTEHENTETDHPSSLQNHPRLRTPPPPLPHAHTPNQHHAASINSLNRGNFTPRSNPSPAPTDHSLSGEPPAGSAQEPTHAQDNWLLNSNIPLETRNLGKQPFLGTLQDNLIEMDILSASRHDGAYSDGHFLFKPGGTSPLFCTTS.... Result: 0 (no interaction). (3) Result: 0 (no interaction). The protein sequence of the target gene is MAEKRHGAWFGFGFCGFGQALGSGNSHHSVYSPEPLHASDDICQVSAGWSYTALVTRGGRVELSGSVSGAADGCRDVWASEELLVLLRNKGGSSTEVQAWVPGSALQGEPLWVQNLVSGAKGQGEDEPSRESRMGTLPLLPCARAYVTPEPPFCQPLAPELRVRQLELGAEHVLLLCAAGQVFSWGAGRHGQLGHGTLEAELEPRLLEALQGLRMAKVAAGGWHSVCLSETGDIYIWGWNESGQLALPTRSGTENKAEREEATELNEDGLKEELAVADAGAPAHFIAIQPFPALLDLPLG.... The miRNA is hsa-miR-4661-5p with sequence AACUAGCUCUGUGGAUCCUGAC. (4) The miRNA is hsa-miR-1301-3p with sequence UUGCAGCUGCCUGGGAGUGACUUC. The protein sequence of the target gene is MMDLVLEEDVTVPGTLSGCSGLVPSVPDDLDGINPNAGLGNGLLPNVSEETVSPTRARNMKDFENQITELKKENFNLKLRIYFLEERMQQEFHGPTEHIYKTNIELKVEVESLKRELQEREQLLIKASKAVESLAEAGGSEIQRVKEDARKKVQQVEDLLTKRILLLEKDVTAAQAELEKAFAGTETEKALRLRLESKLSEMKKMHEGDLAMALVLDEKDRLIEELKLSLKSKEALIQCLKEEKSQMACPDENVSSGELRGLCAAPREEKERETEAAQMEHQKERNSFEERIQALEEDLR.... Result: 1 (interaction). (5) Result: 0 (no interaction). The protein sequence of the target gene is MATTVSTQRGPVYIGELPQDFLRITPTQQQQQIQLDAQAAQQLQYGGTVGTVGRLSITVVQAKLAKNYGMTRMDPYCRLRLGYAVYETPTAHNGAKNPRWNKVIQCTVPPGVDSFYLEIFDERAFSMDDRIAWTHITIPESLKQGQVEDEWYSLSGRQGDDKEGMINLVMSYTSLPAAMMMPPQPVVLMPTVYQQGVGYVPIAGMPAVCSPGMVPMAMPPPAVAPQPRCNEEDLKAIQDMFPNMDREVIRSVLEAQRGNKDAAINSLLQMGEES. The miRNA is hsa-miR-548ar-3p with sequence UAAAACUGCAGUUAUUUUUGC. (6) The miRNA is hsa-miR-3926 with sequence UGGCCAAAAAGCAGGCAGAGA. The protein sequence of the target gene is MDSVAFEDVAVNFTQEEWALLSPSQKNLYRDVTLETFRNLASVGIQWKDQDIENLYQNLGIKLRSLVERLCGRKEGNEHRETFSQIPDCHLNKKSQTGVKPCKCSVCGKVFLRHSFLDRHMRAHAGHKRSECGGEWRETPRKQKQHGKASISPSSGARRTVTPTRKRPYECKVCGKAFNSPNLFQIHQRTHTGKRSYKCREIVRAFTVSSFFRKHGKMHTGEKRYECKYCGKPIDYPSLFQIHVRTHTGEKPYKCKQCGKAFISAGYLRTHEIRSHALEKSHQCQECGKKLSCSSSLHRH.... Result: 1 (interaction). (7) The miRNA is hsa-miR-6851-5p with sequence AGGAGGUGGUACUAGGGGCCAGC. The protein sequence of the target gene is MGSARRALSVVPAVLLILVLPVWAQNDTEPIVLEGKCLVVCDSNPATDSKGSSSSPLGISVRAANSKVAFSAVRSTNHEPSEMSNKTRIIYFDQILVNVGNFFTLESVFVAPRKGIYSFSFHVIKVYQSQTIQVNLMLNGKPVISAFAGDKDVTREAATNGVLLYLDKEDKVYLKLEKGNLLGGWQYSTFSGFLVFPL. Result: 0 (no interaction). (8) The miRNA is hsa-miR-4279 with sequence CUCUCCUCCCGGCUUC. Result: 1 (interaction). The protein sequence of the target gene is MAVCIAVIAKENYPLYIRSTPTENELKFHYMVHTSLDVVDEKISAMGKALVDQRELYLGLLYPTEDYKVYGYVTNSKVKFVMVVDSSNTALRDNEIRSMFRKLHNSYTDVMCNPFYNPGDRIQSSRAFDNMVTSMMIQVC.